This data is from NCI-60 drug combinations with 297,098 pairs across 59 cell lines. The task is: Regression. Given two drug SMILES strings and cell line genomic features, predict the synergy score measuring deviation from expected non-interaction effect. (1) Drug 1: C1=CC(=CC=C1CCC2=CNC3=C2C(=O)NC(=N3)N)C(=O)NC(CCC(=O)O)C(=O)O. Drug 2: CCC1(CC2CC(C3=C(CCN(C2)C1)C4=CC=CC=C4N3)(C5=C(C=C6C(=C5)C78CCN9C7C(C=CC9)(C(C(C8N6C=O)(C(=O)OC)O)OC(=O)C)CC)OC)C(=O)OC)O.OS(=O)(=O)O. Cell line: HCT-15. Synergy scores: CSS=38.1, Synergy_ZIP=2.39, Synergy_Bliss=1.97, Synergy_Loewe=-1.22, Synergy_HSA=1.07. (2) Cell line: DU-145. Drug 1: C1=NC2=C(N=C(N=C2N1C3C(C(C(O3)CO)O)F)Cl)N. Drug 2: CCC1(CC2CC(C3=C(CCN(C2)C1)C4=CC=CC=C4N3)(C5=C(C=C6C(=C5)C78CCN9C7C(C=CC9)(C(C(C8N6C)(C(=O)OC)O)OC(=O)C)CC)OC)C(=O)OC)O.OS(=O)(=O)O. Synergy scores: CSS=2.10, Synergy_ZIP=3.52, Synergy_Bliss=-4.24, Synergy_Loewe=-3.84, Synergy_HSA=-5.40. (3) Drug 1: CCCS(=O)(=O)NC1=C(C(=C(C=C1)F)C(=O)C2=CNC3=C2C=C(C=N3)C4=CC=C(C=C4)Cl)F. Drug 2: CC1=CC2C(CCC3(C2CCC3(C(=O)C)OC(=O)C)C)C4(C1=CC(=O)CC4)C. Cell line: SW-620. Synergy scores: CSS=-19.0, Synergy_ZIP=10.9, Synergy_Bliss=-0.448, Synergy_Loewe=-20.6, Synergy_HSA=-20.0. (4) Drug 1: CC1=C2C(C(=O)C3(C(CC4C(C3C(C(C2(C)C)(CC1OC(=O)C(C(C5=CC=CC=C5)NC(=O)OC(C)(C)C)O)O)OC(=O)C6=CC=CC=C6)(CO4)OC(=O)C)O)C)O. Drug 2: C1CN1C2=NC(=NC(=N2)N3CC3)N4CC4. Cell line: NCI-H522. Synergy scores: CSS=40.6, Synergy_ZIP=-9.68, Synergy_Bliss=-8.47, Synergy_Loewe=-9.46, Synergy_HSA=-9.02. (5) Drug 1: CC1=C(C=C(C=C1)NC(=O)C2=CC=C(C=C2)CN3CCN(CC3)C)NC4=NC=CC(=N4)C5=CN=CC=C5. Drug 2: N.N.Cl[Pt+2]Cl. Cell line: SK-MEL-5. Synergy scores: CSS=61.9, Synergy_ZIP=2.98, Synergy_Bliss=3.88, Synergy_Loewe=-10.7, Synergy_HSA=0.488. (6) Drug 1: CC1(CCCN1)C2=NC3=C(C=CC=C3N2)C(=O)N. Drug 2: CNC(=O)C1=NC=CC(=C1)OC2=CC=C(C=C2)NC(=O)NC3=CC(=C(C=C3)Cl)C(F)(F)F. Synergy scores: CSS=61.0, Synergy_ZIP=7.59, Synergy_Bliss=7.92, Synergy_Loewe=-7.80, Synergy_HSA=8.53. Cell line: NCIH23. (7) Drug 1: C1CCC(CC1)NC(=O)N(CCCl)N=O. Drug 2: C(CN)CNCCSP(=O)(O)O. Cell line: SF-295. Synergy scores: CSS=17.0, Synergy_ZIP=-8.62, Synergy_Bliss=-15.8, Synergy_Loewe=-37.9, Synergy_HSA=-13.5. (8) Drug 1: CC12CCC(CC1=CCC3C2CCC4(C3CC=C4C5=CN=CC=C5)C)O. Drug 2: COC1=NC(=NC2=C1N=CN2C3C(C(C(O3)CO)O)O)N. Cell line: HOP-92. Synergy scores: CSS=4.48, Synergy_ZIP=-1.72, Synergy_Bliss=-1.67, Synergy_Loewe=-3.01, Synergy_HSA=-2.12. (9) Drug 1: C1=CC(=CC=C1C#N)C(C2=CC=C(C=C2)C#N)N3C=NC=N3. Drug 2: CC1CCCC2(C(O2)CC(NC(=O)CC(C(C(=O)C(C1O)C)(C)C)O)C(=CC3=CSC(=N3)C)C)C. Cell line: MCF7. Synergy scores: CSS=24.8, Synergy_ZIP=-0.644, Synergy_Bliss=-0.378, Synergy_Loewe=-11.6, Synergy_HSA=-0.104.